Dataset: Peptide-MHC class I binding affinity with 185,985 pairs from IEDB/IMGT. Task: Regression. Given a peptide amino acid sequence and an MHC pseudo amino acid sequence, predict their binding affinity value. This is MHC class I binding data. (1) The peptide sequence is DTVLFNAGL. The MHC is HLA-A26:02 with pseudo-sequence HLA-A26:02. The binding affinity (normalized) is 0.657. (2) The peptide sequence is LARQHIAAL. The MHC is HLA-B57:01 with pseudo-sequence HLA-B57:01. The binding affinity (normalized) is 0.0847. (3) The peptide sequence is AMASTEGNV. The MHC is HLA-A02:01 with pseudo-sequence HLA-A02:01. The binding affinity (normalized) is 0.404. (4) The peptide sequence is LYPNVCIFG. The MHC is HLA-A24:02 with pseudo-sequence HLA-A24:02. The binding affinity (normalized) is 0.605. (5) The peptide sequence is AMEGGTTKA. The MHC is HLA-A02:11 with pseudo-sequence HLA-A02:11. The binding affinity (normalized) is 0.486. (6) The peptide sequence is RSFPEWDYI. The MHC is HLA-B57:01 with pseudo-sequence HLA-B57:01. The binding affinity (normalized) is 0.576. (7) The peptide sequence is KLQVELDNV. The MHC is HLA-A02:03 with pseudo-sequence HLA-A02:03. The binding affinity (normalized) is 0.685. (8) The MHC is HLA-B46:01 with pseudo-sequence HLA-B46:01. The peptide sequence is KSIHIVVTM. The binding affinity (normalized) is 0.507. (9) The MHC is HLA-A29:02 with pseudo-sequence HLA-A29:02. The binding affinity (normalized) is 0. The peptide sequence is TLLVDLLWL.